From a dataset of Retrosynthesis with 50K atom-mapped reactions and 10 reaction types from USPTO. Predict the reactants needed to synthesize the given product. (1) Given the product OC1C[C@H]2[C@H](C[C@@H](OC3CCCCO3)[C@@H]2/C=C/[C@H](COc2cccc(C(F)(F)F)c2)OC2CCCCO2)O1, predict the reactants needed to synthesize it. The reactants are: O=C1C[C@H]2[C@H](C[C@@H](OC3CCCCO3)[C@@H]2/C=C/[C@H](COc2cccc(C(F)(F)F)c2)OC2CCCCO2)O1. (2) The reactants are: COc1c(NC(C)=O)c(OCCN2CCCCC2)c(OC)c2occc12. Given the product COc1c(N)c(OCCN2CCCCC2)c(OC)c2occc12, predict the reactants needed to synthesize it.